From a dataset of NCI-60 drug combinations with 297,098 pairs across 59 cell lines. Regression. Given two drug SMILES strings and cell line genomic features, predict the synergy score measuring deviation from expected non-interaction effect. (1) Drug 1: C1=C(C(=O)NC(=O)N1)N(CCCl)CCCl. Drug 2: C1=CC=C(C=C1)NC(=O)CCCCCCC(=O)NO. Cell line: ACHN. Synergy scores: CSS=61.8, Synergy_ZIP=-5.53, Synergy_Bliss=-7.83, Synergy_Loewe=-6.16, Synergy_HSA=-5.69. (2) Drug 1: C1=C(C(=O)NC(=O)N1)N(CCCl)CCCl. Drug 2: C(CC(=O)O)C(=O)CN.Cl. Cell line: SF-295. Synergy scores: CSS=25.2, Synergy_ZIP=-8.06, Synergy_Bliss=-8.89, Synergy_Loewe=-10.00, Synergy_HSA=-6.85. (3) Drug 1: C1CC(=O)NC(=O)C1N2CC3=C(C2=O)C=CC=C3N. Drug 2: C1C(C(OC1N2C=NC3=C2NC=NCC3O)CO)O. Cell line: LOX IMVI. Synergy scores: CSS=8.16, Synergy_ZIP=-5.17, Synergy_Bliss=-3.66, Synergy_Loewe=0.755, Synergy_HSA=0.796. (4) Drug 1: C1=CC(=C2C(=C1NCCNCCO)C(=O)C3=C(C=CC(=C3C2=O)O)O)NCCNCCO. Drug 2: COC1=NC(=NC2=C1N=CN2C3C(C(C(O3)CO)O)O)N. Cell line: NCI-H226. Synergy scores: CSS=34.2, Synergy_ZIP=4.22, Synergy_Bliss=4.29, Synergy_Loewe=-28.3, Synergy_HSA=3.99.